This data is from Forward reaction prediction with 1.9M reactions from USPTO patents (1976-2016). The task is: Predict the product of the given reaction. Given the reactants [O:1]1[C:6]2[CH:7]=[CH:8][C:9]([CH:11]=O)=[CH:10][C:5]=2[O:4][CH2:3][CH2:2]1.[S:13]1[CH2:17][C:16](=[O:18])[NH:15][C:14]1=[O:19], predict the reaction product. The product is: [O:1]1[C:6]2[CH:7]=[CH:8][C:9]([CH:11]=[C:17]3[S:13][C:14](=[O:19])[NH:15][C:16]3=[O:18])=[CH:10][C:5]=2[O:4][CH2:3][CH2:2]1.